Dataset: Rat liver microsome stability data. Task: Regression/Classification. Given a drug SMILES string, predict its absorption, distribution, metabolism, or excretion properties. Task type varies by dataset: regression for continuous measurements (e.g., permeability, clearance, half-life) or binary classification for categorical outcomes (e.g., BBB penetration, CYP inhibition). Dataset: rlm. (1) The drug is COc1ccc(NC(=O)C23CC4CC(CC(C4)C2)C3)cc1S(=O)(=O)Nc1ccc(Br)cc1. The result is 1 (stable in rat liver microsomes). (2) The compound is COc1cc(C2CCN(C)CC2O)ccc1Nc1ncc2ccc(-c3ccccc3OC)n2n1. The result is 0 (unstable in rat liver microsomes). (3) The drug is COc1cccc(CNc2ccc(S(=O)(=O)Nc3cnc4ccccc4c3)cc2)c1O. The result is 1 (stable in rat liver microsomes). (4) The drug is O=C(NCc1ccc(N2CCCC2)nc1)c1cc(Cl)ccc1O. The result is 1 (stable in rat liver microsomes). (5) The molecule is COc1ccc(C2c3c(oc4ccc(C)cc4c3=O)C(=O)N2CCCN2CCOCC2)cc1OC. The result is 1 (stable in rat liver microsomes).